From a dataset of CYP2C19 inhibition data for predicting drug metabolism from PubChem BioAssay. Regression/Classification. Given a drug SMILES string, predict its absorption, distribution, metabolism, or excretion properties. Task type varies by dataset: regression for continuous measurements (e.g., permeability, clearance, half-life) or binary classification for categorical outcomes (e.g., BBB penetration, CYP inhibition). Dataset: cyp2c19_veith. (1) The drug is COc1cccc(Cn2c(=O)c(-c3cccc(C#N)c3)nc3cnc(OC)nc32)c1. The result is 1 (inhibitor). (2) The molecule is c1ccc2c(c1)CCCc1cc(NCCN3CCOCC3)nnc1-2. The result is 0 (non-inhibitor). (3) The drug is Cc1cnc(CNc2cc(-c3c(C)noc3C)ncn2)cn1. The result is 0 (non-inhibitor). (4) The compound is C[C@@]1(C(=O)O)CCC[C@@H]1C(=O)O.C[C@@]1(C(=O)O)CCC[C@@H]1C(=O)O. The result is 0 (non-inhibitor). (5) The compound is C[C@@H](CC(=O)O)[C@@H](N)C(=O)O. The result is 0 (non-inhibitor). (6) The molecule is Cc1ccc(/C=C2\SC(=S)N(CCCC(=O)Nc3ccccn3)C2=O)cc1. The result is 1 (inhibitor).